Dataset: Human Reference Interactome with 51,813 positive PPI pairs across 8,248 proteins, plus equal number of experimentally-validated negative pairs. Task: Binary Classification. Given two protein amino acid sequences, predict whether they physically interact or not. (1) Protein 1 (ENSG00000143641) has sequence MRRRSRMLLCFAFLWVLGIAYYMYSGGGSALAGGAGGGAGRKEDWNEIDPIKKKDLHHSNGEEKAQSMETLPPGKVRWPDFNQEAYVGGTMVRSGQDPYARNKFNQVESDKLRMDRAIPDTRHDQCQRKQWRVDLPATSVVITFHNEARSALLRTVVSVLKKSPPHLIKEIILVDDYSNDPEDGALLGKIEKVRVLRNDRREGLMRSRVRGADAAQAKVLTFLDSHCECNEHWLEPLLERVAEDRTRVVSPIIDVINMDNFQYVGASADLKGGFDWNLVFKWDYMTPEQRRSRQGNPVAP.... Protein 2 (ENSG00000131591) has sequence MALRHLALLAGLLVGVASKSMENTAQLPECCVDVVGVNASCPGASLCGPGCYRRWNADGSASCVRCGNGTLPAYNGSECRSFAGPGAPFPMNRSSGTPGRPHPGAPRVAASLFLGTFFISSGLILSVAGFFYLKRSSKLPRACYRRNKAPALQPGEAAAMIPPPQSSDVGSAGKEDPPRQGRPPIPAPP*MALRHLALLAGLLVGVASKSMENTVTRNSTAVINTQAEGTLSPPGLSSLPVVREWALTHTAQLPECCVDVVGVNASCPGASLCGPGCYRRWNADGSASCVRCGNGTLPAY.... Result: 0 (the proteins do not interact). (2) Protein 1 (ENSG00000136279) has sequence MAANLSRNGPALQEAYVRVVTEKSPTDWALFTYEGNSNDIRVAGTGGGPCDHQRTGRGGCGA*MAANLSRNGPALQEAYVRVVTEKSPTDWALFTYEGNSNDIRVAGTGEGGLEEMVEELNSGKVMYAFCRVKDPNSGLPKFVLINWTGEGVNDVRKGACASHVSTMASFLKGSVYQKTNAVSEIKRVGKDSFWAKAEKEEENRRLEEKRRAEEAQRQLEQERRERELREAARREQRYQEQGGEASPQSRTWEQQQEVVSRNRNEQESAVHPREIFKQKERAMSTTSISSPQPGKLRSPF.... Protein 2 (ENSG00000109756) has sequence MKPLAIPANHGVMGQQEKHSLPADFTKLHLTDSLHPQVTHVSSSHSGCSITSDSGSSSLSDIYQATESEAGDMDLSGLPETAVDSEDDDDEEDIERASDPLMSRDIVRDCLEKDPIDRTDDDIEQLLEFMHQLPAFANMTMSVRRELCAVMVFAVVERAGTIVLNDGEELDSWSVILNGSVEVTYPDGKAEILCMGNSFGVSPTMDKEYMKGVMRTKVDDCQFVCIAQQDYCRILNQVEKNMQKVEEEGEIVMVKEHRELDRTGTRKGHIVIKGTSERLTMHLVEEHSVVDPTFIEDFLL.... Result: 0 (the proteins do not interact).